Predict the reactants needed to synthesize the given product. From a dataset of Full USPTO retrosynthesis dataset with 1.9M reactions from patents (1976-2016). (1) Given the product [Cl:11][C:8]1[CH:9]=[C:10]2[C:5](=[CH:6][CH:7]=1)[NH:4][C:3](=[O:12])[C:2]2([NH:28][C@@H:29]([CH2:35][CH2:36][C:37]([NH2:39])=[O:38])[C:30]([N:32]([CH3:34])[CH3:33])=[O:31])[C:13]1[CH:18]=[CH:17][CH:16]=[CH:15][C:14]=1[O:19][CH3:20], predict the reactants needed to synthesize it. The reactants are: Cl[C:2]1([C:13]2[CH:18]=[CH:17][CH:16]=[CH:15][C:14]=2[O:19][CH3:20])[C:10]2[C:5](=[CH:6][CH:7]=[C:8]([Cl:11])[CH:9]=2)[NH:4][C:3]1=[O:12].FC(F)(F)C(O)=O.[NH2:28][C@@H:29]([CH2:35][CH2:36][C:37]([NH2:39])=[O:38])[C:30]([N:32]([CH3:34])[CH3:33])=[O:31]. (2) Given the product [C:1]([O:5][C:6]([C:8]1[C:9]([C:14]2[CH:19]=[CH:18][C:17]([CH2:20][N:21]3[C:25]([CH:26]=[O:27])=[C:24]([CH:35]=[CH2:36])[N:23]=[C:22]3[O:29][CH2:30][CH3:31])=[C:16]([F:32])[CH:15]=2)=[CH:10][CH:11]=[CH:12][CH:13]=1)=[O:7])([CH3:4])([CH3:3])[CH3:2], predict the reactants needed to synthesize it. The reactants are: [C:1]([O:5][C:6]([C:8]1[C:9]([C:14]2[CH:19]=[CH:18][C:17]([CH2:20][N:21]3[C:25]([CH:26]=[O:27])=[C:24](Br)[N:23]=[C:22]3[O:29][CH2:30][CH3:31])=[C:16]([F:32])[CH:15]=2)=[CH:10][CH:11]=[CH:12][CH:13]=1)=[O:7])([CH3:4])([CH3:3])[CH3:2].CO[CH2:35][CH2:36]OC.O.B1(C=C)OB(C=C)OB(C=C)O1.C1C=CN=CC=1.C(=O)([O-])[O-].[K+].[K+]. (3) Given the product [CH:23]1([C:22]2[O:21][N:20]=[C:19]([C:26]3[C:31]([Cl:32])=[CH:30][CH:29]=[CH:28][C:27]=3[Cl:33])[C:18]=2[CH2:17][O:16][C@H:13]2[CH2:14][CH2:15][C@H:10]([C:7]3[CH:6]=[CH:5][C:4]([C:3]([OH:34])=[O:2])=[CH:9][CH:8]=3)[CH2:11][CH2:12]2)[CH2:25][CH2:24]1, predict the reactants needed to synthesize it. The reactants are: C[O:2][C:3](=[O:34])[C:4]1[CH:9]=[CH:8][C:7]([C@H:10]2[CH2:15][CH2:14][C@H:13]([O:16][CH2:17][C:18]3[C:19]([C:26]4[C:31]([Cl:32])=[CH:30][CH:29]=[CH:28][C:27]=4[Cl:33])=[N:20][O:21][C:22]=3[CH:23]3[CH2:25][CH2:24]3)[CH2:12][CH2:11]2)=[CH:6][CH:5]=1.[OH-].[Na+]. (4) Given the product [F:15][C:16]([F:27])([F:26])[C:17]1[CH:22]=[CH:21][CH:20]=[CH:19][C:18]=1[C:2]1[CH:14]=[CH:13][C:5]([CH2:6][N:7]2[CH2:12][CH2:11][O:10][CH2:9][CH2:8]2)=[CH:4][CH:3]=1, predict the reactants needed to synthesize it. The reactants are: Br[C:2]1[CH:14]=[CH:13][C:5]([CH2:6][N:7]2[CH2:12][CH2:11][O:10][CH2:9][CH2:8]2)=[CH:4][CH:3]=1.[F:15][C:16]([F:27])([F:26])[C:17]1[CH:22]=[CH:21][CH:20]=[CH:19][C:18]=1B(O)O.C(=O)([O-])[O-].[Na+].[Na+].C1(C)C=CC=CC=1. (5) Given the product [CH2:12]([O:11][C:9](=[O:10])[CH2:8][C:5]1[CH:6]=[CH:7][C:2]([C:18]2[CH:19]=[CH:20][C:15]([OH:14])=[CH:16][CH:17]=2)=[CH:3][CH:4]=1)[CH3:13], predict the reactants needed to synthesize it. The reactants are: Br[C:2]1[CH:7]=[CH:6][C:5]([CH2:8][C:9]([O:11][CH2:12][CH3:13])=[O:10])=[CH:4][CH:3]=1.[OH:14][C:15]1[CH:20]=[CH:19][C:18](B(O)O)=[CH:17][CH:16]=1.C(=O)([O-])[O-].[K+].[K+]. (6) Given the product [CH3:42][S:39]([C:36]1[CH:35]=[CH:34][C:33]([C:32]#[C:31][C:16]2[CH:15]=[C:14]([S:13][C:10]3[CH:11]=[CH:12][C:7]([O:6][CH2:5][C:4]([OH:44])=[O:3])=[C:8]([CH3:43])[CH:9]=3)[CH:19]=[C:18]([O:20][C:21]3[CH:26]=[CH:25][C:24]([C:27]([F:30])([F:29])[F:28])=[CH:23][N:22]=3)[CH:17]=2)=[CH:38][CH:37]=1)(=[O:40])=[O:41], predict the reactants needed to synthesize it. The reactants are: C([O:3][C:4](=[O:44])[CH2:5][O:6][C:7]1[CH:12]=[CH:11][C:10]([S:13][C:14]2[CH:19]=[C:18]([O:20][C:21]3[CH:26]=[CH:25][C:24]([C:27]([F:30])([F:29])[F:28])=[CH:23][N:22]=3)[CH:17]=[C:16]([C:31]#[C:32][C:33]3[CH:38]=[CH:37][C:36]([S:39]([CH3:42])(=[O:41])=[O:40])=[CH:35][CH:34]=3)[CH:15]=2)=[CH:9][C:8]=1[CH3:43])C.[OH-].[Na+].Cl. (7) Given the product [CH3:35][O:36][C:37]([C:39]1[CH:48]=[C:47]([CH2:49][CH2:50][CH2:51][CH2:52][CH2:53][OH:54])[C:46]2[C:41](=[C:42]([O:62][CH2:63][C:64]3[CH:65]=[CH:66][CH:67]=[CH:68][CH:69]=3)[CH:43]=[CH:44][CH:45]=2)[N:40]=1)=[O:38], predict the reactants needed to synthesize it. The reactants are: COC(C1C=C(O)C2C(=C(OCC3C=CC=CC=3)C=C(C#CCOCC3C=CC=CC=3)C=2)N=1)=O.[CH3:35][O:36][C:37]([C:39]1[CH:48]=[C:47]([C:49]#[C:50][CH2:51][CH2:52][CH2:53][O:54]CC2C=CC=CC=2)[C:46]2[C:41](=[C:42]([O:62][CH2:63][C:64]3[CH:69]=[CH:68][CH:67]=[CH:66][CH:65]=3)[CH:43]=[CH:44][CH:45]=2)[N:40]=1)=[O:38].